Predict which catalyst facilitates the given reaction. From a dataset of Catalyst prediction with 721,799 reactions and 888 catalyst types from USPTO. (1) Reactant: [CH2:1]([O:3][C:4](=[O:9])[CH2:5][CH:6](Br)[CH3:7])[CH3:2].C(N(CC)CC)C.[Br:17][C:18]1[CH:19]=[C:20]([CH:22]=[CH:23][CH:24]=1)[NH2:21]. Product: [CH2:1]([O:3][C:4](=[O:9])[CH2:5][CH2:6][CH2:7][NH:21][C:20]1[CH:22]=[CH:23][CH:24]=[C:18]([Br:17])[CH:19]=1)[CH3:2]. The catalyst class is: 11. (2) Reactant: [F:1][C:2]1[CH:10]=[C:9]2[C:5]([CH:6]=[N:7][NH:8]2)=[CH:4][C:3]=1[C:11]1[CH:12]=[C:13]([CH2:17][N:18]([CH3:20])[CH3:19])[CH:14]=[N:15][CH:16]=1.[OH-].[K+].[I:23]I. Product: [F:1][C:2]1[CH:10]=[C:9]2[C:5]([C:6]([I:23])=[N:7][NH:8]2)=[CH:4][C:3]=1[C:11]1[CH:12]=[C:13]([CH2:17][N:18]([CH3:20])[CH3:19])[CH:14]=[N:15][CH:16]=1. The catalyst class is: 3. (3) Reactant: [C@H:1]1([O:12][C@H:13]2[C@H:24]([O:25][CH2:26][C:27]3[CH:32]=[CH:31][CH:30]=[CH:29][CH:28]=3)[C@@H:23]([CH2:33][O:34][C@H:35]3[O:43][C@H:42]([CH2:44][OH:45])[C@@H:40]([OH:41])[C@H:38]([OH:39])[C@@H:36]3[OH:37])[O:22][C@@H:15]([O:16][CH2:17][CH2:18][N:19]=[N+]=[N-])[C@@H:14]2[F:46])[O:9][C@H:8]([CH2:10][OH:11])[C@@H:6]([OH:7])[C@H:4]([OH:5])[C@@H:2]1[OH:3]. Product: [C@H:1]1([O:12][C@H:13]2[C@H:24]([O:25][CH2:26][C:27]3[CH:28]=[CH:29][CH:30]=[CH:31][CH:32]=3)[C@@H:23]([CH2:33][O:34][C@H:35]3[O:43][C@H:42]([CH2:44][OH:45])[C@@H:40]([OH:41])[C@H:38]([OH:39])[C@@H:36]3[OH:37])[O:22][C@@H:15]([O:16][CH2:17][CH2:18][NH2:19])[C@@H:14]2[F:46])[O:9][C@H:8]([CH2:10][OH:11])[C@@H:6]([OH:7])[C@H:4]([OH:5])[C@@H:2]1[OH:3]. The catalyst class is: 522. (4) Reactant: [Cl:1][C:2]1[CH:3]=[C:4]([CH:26]=[CH:27][C:28]=1[F:29])[C:5]([NH:7][C:8]1[CH:9]=[CH:10][C:11]([CH3:25])=[C:12]([O:14]C(=O)C2C=CC(F)=C(Cl)C=2)[CH:13]=1)=[O:6].[OH-].[Na+]. Product: [Cl:1][C:2]1[CH:3]=[C:4]([CH:26]=[CH:27][C:28]=1[F:29])[C:5]([NH:7][C:8]1[CH:9]=[CH:10][C:11]([CH3:25])=[C:12]([OH:14])[CH:13]=1)=[O:6]. The catalyst class is: 83.